This data is from Reaction yield outcomes from USPTO patents with 853,638 reactions. The task is: Predict the reaction yield, written as a fraction of the theoretical maximum amount of product (1.0 means a 100% yield; for example, 0.34 means a 34% yield). (1) The reactants are Cl[C:2]1[C:3]2[CH:11]=[CH:10][NH:9][C:4]=2[N:5]=[C:6]([NH2:8])[N:7]=1.[CH3:12][Al](C)C. The catalyst is C1COCC1.C1C=CC([P]([Pd]([P](C2C=CC=CC=2)(C2C=CC=CC=2)C2C=CC=CC=2)([P](C2C=CC=CC=2)(C2C=CC=CC=2)C2C=CC=CC=2)[P](C2C=CC=CC=2)(C2C=CC=CC=2)C2C=CC=CC=2)(C2C=CC=CC=2)C2C=CC=CC=2)=CC=1. The product is [CH3:12][C:2]1[C:3]2[CH:11]=[CH:10][NH:9][C:4]=2[N:5]=[C:6]([NH2:8])[N:7]=1. The yield is 1.00. (2) The reactants are [F:1][C:2]1[CH:10]=[C:9]2[C:5]([C:6]([C:11]3[CH:12]=[CH:13][C:14]4[N:18]=[C:17]([CH:19]5[CH2:24][CH2:23][N:22](C(OC(C)(C)C)=O)[CH2:21][CH2:20]5)[NH:16][C:15]=4[CH:32]=3)=[CH:7][NH:8]2)=[CH:4][CH:3]=1.Cl. The yield is 0.570. The product is [F:1][C:2]1[CH:10]=[C:9]2[C:5]([C:6]([C:11]3[CH:12]=[CH:13][C:14]4[N:18]=[C:17]([CH:19]5[CH2:20][CH2:21][NH:22][CH2:23][CH2:24]5)[NH:16][C:15]=4[CH:32]=3)=[CH:7][NH:8]2)=[CH:4][CH:3]=1. The catalyst is C1COCC1. (3) The reactants are [Na].O[CH:3]=[C:4]1[CH2:8][CH2:7][O:6][C:5]1=[O:9].[C:10]1([C@H:16]([NH2:18])[CH3:17])[CH:15]=[CH:14][CH:13]=[CH:12][CH:11]=1. No catalyst specified. The product is [C:10]1([C@H:16]([NH:18][CH:3]=[C:4]2[CH2:8][CH2:7][O:6][C:5]2=[O:9])[CH3:17])[CH:15]=[CH:14][CH:13]=[CH:12][CH:11]=1. The yield is 0.710. (4) The reactants are [O:1]=[C:2]1[NH:7][C:6]2[CH:8]=[C:9]([C:12]([OH:14])=O)[CH:10]=[CH:11][C:5]=2[S:4][CH2:3]1.[CH3:15][O:16][C:17]1[CH:18]=[C:19]2[C:24](=[CH:25][CH:26]=1)[N:23]=[CH:22][C:21]([S:27][CH2:28][CH2:29][N:30]1[CH2:35][CH2:34][CH:33]([NH2:36])[CH2:32][CH2:31]1)=[CH:20]2.ON1C2C=CC=CC=2N=N1.Cl.CN(C)CCCN=C=NCC.C(N(CC)C(C)C)(C)C. The catalyst is CN(C)C=O. The product is [CH3:15][O:16][C:17]1[CH:18]=[C:19]2[C:24](=[CH:25][CH:26]=1)[N:23]=[CH:22][C:21]([S:27][CH2:28][CH2:29][N:30]1[CH2:35][CH2:34][CH:33]([NH:36][C:12]([C:9]3[CH:10]=[CH:11][C:5]4[S:4][CH2:3][C:2](=[O:1])[NH:7][C:6]=4[CH:8]=3)=[O:14])[CH2:32][CH2:31]1)=[CH:20]2. The yield is 0.590. (5) The reactants are Br[C:2]1[CH:3]=[C:4]2[C:9](=[CH:10][CH:11]=1)[CH:8]=[C:7]([O:12][Si:13]([C:16]([CH3:19])([CH3:18])[CH3:17])([CH3:15])[CH3:14])[CH:6]=[CH:5]2.C([Li])CCC.[B:25](OC(C)C)([O:30]C(C)C)[O:26]C(C)C.Cl. The catalyst is C1COCC1.C(OCC)(=O)C.O. The product is [Si:13]([O:12][C:7]1[CH:8]=[C:9]2[C:4](=[CH:5][CH:6]=1)[CH:3]=[C:2]([B:25]([OH:30])[OH:26])[CH:11]=[CH:10]2)([C:16]([CH3:19])([CH3:18])[CH3:17])([CH3:15])[CH3:14]. The yield is 0.530. (6) The reactants are [CH:1](=O)[C:2]1[CH:7]=[CH:6][CH:5]=[CH:4][CH:3]=1.[C:9](#[N:13])[CH2:10][C:11]#[N:12].C(N(CC)CC)C.[CH3:21][N:22]1[C:26](=[O:27])[CH2:25][C:24]([CH3:28])=[N:23]1. The catalyst is C(O)C. The product is [NH2:12][C:11]1[O:27][C:26]2[N:22]([CH3:21])[N:23]=[C:24]([CH3:28])[C:25]=2[CH:1]([C:2]2[CH:7]=[CH:6][CH:5]=[CH:4][CH:3]=2)[C:10]=1[C:9]#[N:13]. The yield is 0.340. (7) The reactants are [C:1]([C:4]1[CH:11]=[CH:10][C:7]([C:8]#[N:9])=[CH:6][CH:5]=1)(=[O:3])[CH3:2].[CH2:12]([Mg]Cl)[C:13]([CH3:16])([CH3:15])[CH3:14].C(OCC)C. The catalyst is C(OCC)C.C1COCC1. The product is [OH:3][C:1]([C:4]1[CH:11]=[CH:10][C:7]([C:8]#[N:9])=[CH:6][CH:5]=1)([CH3:2])[CH2:12][C:13]([CH3:16])([CH3:15])[CH3:14]. The yield is 0.240. (8) The reactants are [F:1][C:2]1[CH:28]=[C:27]([N+:29]([O-:31])=[O:30])[CH:26]=[CH:25][C:3]=1[O:4][C:5]1[CH:6]=[C:7]2[C:11](=[CH:12][C:13]=1[C:14]([O:16][CH2:17][CH3:18])=[O:15])[N:10](C1CCCCO1)[N:9]=[CH:8]2.FC(F)(F)C(O)=O.CC(C)=O. The catalyst is C(Cl)Cl. The product is [F:1][C:2]1[CH:28]=[C:27]([N+:29]([O-:31])=[O:30])[CH:26]=[CH:25][C:3]=1[O:4][C:5]1[CH:6]=[C:7]2[C:11](=[CH:12][C:13]=1[C:14]([O:16][CH2:17][CH3:18])=[O:15])[NH:10][N:9]=[CH:8]2. The yield is 0.860. (9) The reactants are [Cl:1][C:2]1[N:7]=[C:6]([C:8]#[C:9][CH3:10])[C:5]([N+:11]([O-])=O)=[C:4]([NH2:14])[CH:3]=1.O.O.[Sn](Cl)Cl.C(OCC)(=O)C.[OH-].[Na+]. The catalyst is C(OCC)C.Cl. The product is [Cl:1][C:2]1[N:7]=[C:6]([C:8]#[C:9][CH3:10])[C:5]([NH2:11])=[C:4]([NH2:14])[CH:3]=1. The yield is 0.690.